Task: Predict which catalyst facilitates the given reaction.. Dataset: Catalyst prediction with 721,799 reactions and 888 catalyst types from USPTO (1) Reactant: [CH3:1][O:2][C:3]1[CH:4]=[C:5]([C:15]2[C:19]3[CH2:20][CH2:21][CH2:22][CH:23]([OH:24])[C:18]=3[O:17][N:16]=2)[CH:6]=[CH:7][C:8]=1[N:9]1[CH:13]=[C:12]([CH3:14])[N:11]=[CH:10]1.[F:25][C:26]1[CH:31]=[CH:30][C:29](O)=[CH:28][CH:27]=1.C1C=CC(P(C2C=CC=CC=2)C2C=CC=CC=2)=CC=1.CCOC(/N=N/C(OCC)=O)=O. Product: [F:25][C:26]1[CH:31]=[CH:30][C:29]([O:24][CH:23]2[C:18]3[O:17][N:16]=[C:15]([C:5]4[CH:6]=[CH:7][C:8]([N:9]5[CH:13]=[C:12]([CH3:14])[N:11]=[CH:10]5)=[C:3]([O:2][CH3:1])[CH:4]=4)[C:19]=3[CH2:20][CH2:21][CH2:22]2)=[CH:28][CH:27]=1. The catalyst class is: 49. (2) Reactant: [CH:1]([C:4]1[CH:5]=[CH:6][C:7]([O:26][CH3:27])=[C:8]([C:10]2[CH:15]=[CH:14][C:13]([C:16]([F:19])([F:18])[F:17])=[CH:12][C:11]=2[CH2:20][NH:21][C:22](=[O:25])[O:23][CH3:24])[CH:9]=1)([CH3:3])[CH3:2].[F:28][C:29]([F:39])([F:38])[C:30]1[CH:31]=[C:32]([CH:35]=[CH:36][CH:37]=1)[CH2:33]Br.C[Si]([N-][Si](C)(C)C)(C)C.[K+].O. Product: [CH:1]([C:4]1[CH:5]=[CH:6][C:7]([O:26][CH3:27])=[C:8]([C:10]2[CH:15]=[CH:14][C:13]([C:16]([F:19])([F:18])[F:17])=[CH:12][C:11]=2[CH2:20][N:21]([CH2:33][C:32]2[CH:35]=[CH:36][CH:37]=[C:30]([C:29]([F:28])([F:38])[F:39])[CH:31]=2)[C:22](=[O:25])[O:23][CH3:24])[CH:9]=1)([CH3:3])[CH3:2]. The catalyst class is: 182. (3) Reactant: [Cl:1][C:2]1[CH:40]=[CH:39][C:5]([O:6][C:7]2[CH:12]=[CH:11][C:10]([N:13]3[CH:17]([C:18]4[CH:23]=[CH:22][CH:21]=[C:20]([O:24]CC5C=CC=CC=5)[CH:19]=4)[CH2:16][N:15]([CH2:32][CH2:33][S:34]([CH3:37])(=[O:36])=[O:35])[C:14]3=[O:38])=[CH:9][CH:8]=2)=[CH:4][CH:3]=1. Product: [Cl:1][C:2]1[CH:3]=[CH:4][C:5]([O:6][C:7]2[CH:8]=[CH:9][C:10]([N:13]3[CH:17]([C:18]4[CH:23]=[CH:22][CH:21]=[C:20]([OH:24])[CH:19]=4)[CH2:16][N:15]([CH2:32][CH2:33][S:34]([CH3:37])(=[O:35])=[O:36])[C:14]3=[O:38])=[CH:11][CH:12]=2)=[CH:39][CH:40]=1. The catalyst class is: 381. (4) Reactant: [Cl:1][C:2]1[CH:17]=[CH:16][C:5]([C:6]([N:8]([CH3:15])[C@@H:9]([CH:12]([CH3:14])[CH3:13])[CH:10]=O)=[O:7])=[CH:4][CH:3]=1.[NH:18]1[CH2:23][CH2:22][CH:21]([OH:24])[CH2:20][CH2:19]1.C(O)(=O)C.[B-]C#N.[Na+]. Product: [Cl:1][C:2]1[CH:17]=[CH:16][C:5]([C:6]([N:8]([C@@H:9]([CH:12]([CH3:14])[CH3:13])[CH2:10][N:18]2[CH2:23][CH2:22][CH:21]([OH:24])[CH2:20][CH2:19]2)[CH3:15])=[O:7])=[CH:4][CH:3]=1. The catalyst class is: 61. (5) The catalyst class is: 3. Product: [CH3:28][O:21][CH:15]1[CH2:16][C:17]2[C:12]([CH3:22])([CH:11]3[CH:20]([CH2:19][CH:18]=2)[CH:7]2[CH2:6][CH2:5][CH:4]4[CH:3]([CH3:24])[N:2]([CH3:1])[CH2:23][C:8]24[CH2:9][CH2:10]3)[CH2:13][CH2:14]1. Reactant: [CH3:1][N:2]1[CH2:23][C:8]23[CH2:9][CH2:10][CH:11]4[CH:20]([CH:7]2[CH2:6][CH2:5][CH:4]3[CH:3]1[CH3:24])[CH2:19][CH:18]=[C:17]1[C:12]4([CH3:22])[CH2:13][CH2:14][CH:15]([OH:21])[CH2:16]1.[H-].[Na+].I[CH3:28].